From a dataset of NCI-60 drug combinations with 297,098 pairs across 59 cell lines. Regression. Given two drug SMILES strings and cell line genomic features, predict the synergy score measuring deviation from expected non-interaction effect. (1) Drug 1: COC1=C(C=C2C(=C1)N=CN=C2NC3=CC(=C(C=C3)F)Cl)OCCCN4CCOCC4. Drug 2: C1C(C(OC1N2C=NC3=C(N=C(N=C32)Cl)N)CO)O. Cell line: SNB-75. Synergy scores: CSS=23.5, Synergy_ZIP=2.17, Synergy_Bliss=3.75, Synergy_Loewe=2.78, Synergy_HSA=2.90. (2) Drug 1: CS(=O)(=O)OCCCCOS(=O)(=O)C. Drug 2: CN(C(=O)NC(C=O)C(C(C(CO)O)O)O)N=O. Cell line: SNB-75. Synergy scores: CSS=2.20, Synergy_ZIP=-1.45, Synergy_Bliss=-0.886, Synergy_Loewe=-1.22, Synergy_HSA=-0.873. (3) Drug 1: COC1=NC(=NC2=C1N=CN2C3C(C(C(O3)CO)O)O)N. Drug 2: CNC(=O)C1=NC=CC(=C1)OC2=CC=C(C=C2)NC(=O)NC3=CC(=C(C=C3)Cl)C(F)(F)F. Cell line: SNB-19. Synergy scores: CSS=4.04, Synergy_ZIP=-1.65, Synergy_Bliss=-3.19, Synergy_Loewe=-1.21, Synergy_HSA=-2.73.